Dataset: Full USPTO retrosynthesis dataset with 1.9M reactions from patents (1976-2016). Task: Predict the reactants needed to synthesize the given product. (1) Given the product [NH:23]1[C:27]2[CH:28]=[CH:29][CH:30]=[CH:31][C:26]=2[N:25]=[C:24]1[C:32]1[CH:41]=[CH:40][C:35]([C:36]2[N:37]=[C:6]([C:5]3[CH:4]=[CH:3][C:2]([Cl:1])=[CH:10][CH:9]=3)[O:8][N:38]=2)=[CH:34][CH:33]=1, predict the reactants needed to synthesize it. The reactants are: [Cl:1][C:2]1[CH:10]=[CH:9][C:5]([C:6]([OH:8])=O)=[CH:4][CH:3]=1.C(C1NC=CN=1)(C1NC=CN=1)=O.[NH:23]1[C:27]2[CH:28]=[CH:29][CH:30]=[CH:31][C:26]=2[N:25]=[C:24]1[C:32]1[CH:41]=[CH:40][C:35](/[C:36](=[N:38]/O)/[NH2:37])=[CH:34][CH:33]=1. (2) The reactants are: C([Li])CCC.CC1(C)CCCC(C)(C)N1.[F:16][C:17]1[CH:22]=[CH:21][CH:20]=[CH:19][C:18]=1[C:23]1[CH:28]=[CH:27][N:26]=[CH:25][CH:24]=1.[B:29](OC)([O:32]C)[O:30]C.Cl. Given the product [F:16][C:17]1[C:18]([C:23]2[CH:24]=[CH:25][N:26]=[CH:27][CH:28]=2)=[CH:19][CH:20]=[CH:21][C:22]=1[B:29]([OH:32])[OH:30], predict the reactants needed to synthesize it. (3) Given the product [CH3:1][N:2]([C:12]1[CH:13]=[CH:14][CH:15]=[C:16]2[C:20]=1[NH:19][C:18]([C:21]1[S:22][CH:23]([CH2:26][N:27]3[CH2:32][CH2:31][S:30](=[O:41])[CH2:29][CH2:28]3)[CH2:24][N:25]=1)=[CH:17]2)[S:3]([C:6]1[CH:11]=[CH:10][CH:9]=[CH:8][N:7]=1)(=[O:5])=[O:4], predict the reactants needed to synthesize it. The reactants are: [CH3:1][N:2]([C:12]1[CH:13]=[CH:14][CH:15]=[C:16]2[C:20]=1[NH:19][C:18]([C:21]1[S:22][CH:23]([CH2:26][N:27]3[CH2:32][CH2:31][S:30][CH2:29][CH2:28]3)[CH2:24][N:25]=1)=[CH:17]2)[S:3]([C:6]1[CH:11]=[CH:10][CH:9]=[CH:8][N:7]=1)(=[O:5])=[O:4].ClC1C=CC=C(C(OO)=[O:41])C=1. (4) The reactants are: C=O.[OH-].[Na+].[CH3:5][O:6]CCOC.[F:11][C:12]([F:38])=[CH:13][CH2:14][S:15]([CH:18]([C:29]1[C:34]([F:35])=[CH:33][CH:32]=[C:31]([F:36])[C:30]=1[F:37])[C:19]1[C:20]([CH3:28])=[CH:21][C:22]([C:25]([NH2:27])=[O:26])=[N:23][CH:24]=1)(=[O:17])=[O:16]. Given the product [F:38][C:12]([F:11])=[CH:13][CH2:14][S:15]([CH:18]([C:29]1[C:34]([F:35])=[CH:33][CH:32]=[C:31]([F:36])[C:30]=1[F:37])[C:19]1[C:20]([CH3:28])=[CH:21][C:22]([C:25]([NH:27][CH2:5][OH:6])=[O:26])=[N:23][CH:24]=1)(=[O:17])=[O:16], predict the reactants needed to synthesize it.